This data is from Full USPTO retrosynthesis dataset with 1.9M reactions from patents (1976-2016). The task is: Predict the reactants needed to synthesize the given product. (1) Given the product [Cl:2][C:3]1[N:8]=[C:7]([CH:9]([CH3:13])[C:10]([NH:33][C:30]2[CH:29]=[CH:28][C:27]([C:25]3[CH:24]=[CH:23][N:22]=[C:21]([CH3:20])[CH:26]=3)=[CH:32][CH:31]=2)=[O:12])[CH:6]=[CH:5][CH:4]=1, predict the reactants needed to synthesize it. The reactants are: Cl.[Cl:2][C:3]1[N:8]=[C:7]([CH:9]([CH3:13])[C:10]([OH:12])=O)[CH:6]=[CH:5][CH:4]=1.C(Cl)(=O)C(Cl)=O.[CH3:20][C:21]1[CH:26]=[C:25]([C:27]2[CH:32]=[CH:31][C:30]([NH2:33])=[CH:29][CH:28]=2)[CH:24]=[CH:23][N:22]=1.C(N(CC)CC)C. (2) Given the product [CH:9]1[C:10]2[C:15](=[CH:14][CH:13]=[CH:12][CH:11]=2)[CH:16]=[CH:17][C:8]=1[C:7]1[C:2]([CH2:1][C:44]#[N:46])=[C:3]([C:18]2[CH:23]=[CH:22][CH:21]=[CH:20][CH:19]=2)[CH:4]=[CH:5][CH:6]=1, predict the reactants needed to synthesize it. The reactants are: [CH3:1][C:2]1[C:7]([C:8]2[CH:17]=[CH:16][C:15]3[C:10](=[CH:11][CH:12]=[CH:13][CH:14]=3)[CH:9]=2)=[CH:6][CH:5]=[CH:4][C:3]=1[C:18]1[CH:23]=[CH:22][CH:21]=[CH:20][CH:19]=1.C(OOC(=O)C1C=CC=CC=1)(=O)C1C=CC=CC=1.C1C(=O)[N:46](Br)[C:44](=O)C1.[C-]#N.[Na+]. (3) Given the product [Cl:3][C:4]1[CH:5]=[C:6]([NH:11][C:12]2[C:21]3[C:16](=[CH:17][C:18]([O:29][CH3:30])=[C:19]([O:22][CH:23]4[CH2:24][CH2:25][N:26]([C:32]([CH2:31][OH:34])=[O:33])[CH2:27][CH2:28]4)[CH:20]=3)[N:15]=[CH:14][N:13]=2)[CH:7]=[CH:8][C:9]=1[F:10], predict the reactants needed to synthesize it. The reactants are: Cl.Cl.[Cl:3][C:4]1[CH:5]=[C:6]([NH:11][C:12]2[C:21]3[C:16](=[CH:17][C:18]([O:29][CH3:30])=[C:19]([O:22][CH:23]4[CH2:28][CH2:27][NH:26][CH2:25][CH2:24]4)[CH:20]=3)[N:15]=[CH:14][N:13]=2)[CH:7]=[CH:8][C:9]=1[F:10].[C:31](O)(=[O:34])[CH2:32][OH:33].C(N(C(C)C)C(C)C)C.C(Cl)Cl.CO. (4) The reactants are: [Br:1][C:2]1[C:11]2[C:6](=[CH:7][CH:8]=[CH:9][CH:10]=2)[C:5]([C:12]2[CH:17]=[CH:16][C:15]([Cl:18])=[CH:14][CH:13]=2)=[C:4]([CH:19]([O:24][Si](C(C)(C)C)(C)C)[C:20]([O:22][CH3:23])=[O:21])[C:3]=1[CH3:32]. Given the product [Br:1][C:2]1[C:11]2[C:6](=[CH:7][CH:8]=[CH:9][CH:10]=2)[C:5]([C:12]2[CH:13]=[CH:14][C:15]([Cl:18])=[CH:16][CH:17]=2)=[C:4]([CH:19]([OH:24])[C:20]([O:22][CH3:23])=[O:21])[C:3]=1[CH3:32], predict the reactants needed to synthesize it. (5) The reactants are: O=[C:2]([CH:8]1[C:17](=O)[C:16]2[C:11](=[CH:12][CH:13]=[CH:14][CH:15]=2)[O:10][CH2:9]1)[C:3]([O:5][CH2:6][CH3:7])=[O:4].[CH3:19][NH:20][NH2:21]. Given the product [CH3:19][N:20]1[C:17]2[C:16]3[CH:15]=[CH:14][CH:13]=[CH:12][C:11]=3[O:10][CH2:9][C:8]=2[C:2]([C:3]([O:5][CH2:6][CH3:7])=[O:4])=[N:21]1, predict the reactants needed to synthesize it. (6) The reactants are: [NH:1]1[CH2:6][CH2:5][C:4]2([O:11][C:10]3[C:12]4[C:17]([C:18](=[O:21])[C:19](=[O:20])[C:9]=3[S:8][CH2:7]2)=[CH:16][CH:15]=[CH:14][CH:13]=4)[CH2:3][CH2:2]1.Br[CH2:23][C:24]1[CH:29]=[CH:28][C:27]([CH3:30])=[C:26]([F:31])[CH:25]=1. Given the product [F:31][C:26]1[CH:25]=[C:24]([CH:29]=[CH:28][C:27]=1[CH3:30])[CH2:23][N:1]1[CH2:2][CH2:3][C:4]2([O:11][C:10]3[C:12]4[C:17]([C:18](=[O:21])[C:19](=[O:20])[C:9]=3[S:8][CH2:7]2)=[CH:16][CH:15]=[CH:14][CH:13]=4)[CH2:5][CH2:6]1, predict the reactants needed to synthesize it. (7) Given the product [NH2:16][C:3]1[C:2]([NH2:1])=[CH:7][C:6]([N:8]2[CH2:12][CH2:11][CH2:10][C@@H:9]2[CH2:13][OH:14])=[C:5]([Cl:15])[CH:4]=1, predict the reactants needed to synthesize it. The reactants are: [NH2:1][C:2]1[C:3]([N+:16]([O-])=O)=[CH:4][C:5]([Cl:15])=[C:6]([N:8]2[CH2:12][CH2:11][CH2:10][C@@H:9]2[CH2:13][OH:14])[CH:7]=1.